Binary Classification. Given a drug SMILES string, predict its activity (active/inactive) in a high-throughput screening assay against a specified biological target. From a dataset of Orexin1 receptor HTS with 218,158 compounds and 233 confirmed actives. (1) The result is 0 (inactive). The drug is O1c2cc(c3nn(cc3CN3C4CC5CC(CC(C5)C3)C4)C)ccc2OCC1. (2) The compound is S=C(NC(=O)c1c(noc1C)c1ccccc1)NNC(=O)c1[nH]nc(c2ccc(OC)cc2)c1. The result is 0 (inactive). (3) The molecule is O=c1c2c(n(c3c1cccc3)CC(=O)N\N=C\c1c(n(c(c1)C)c1ccccc1)C)cccc2. The result is 0 (inactive).